Dataset: NCI-60 drug combinations with 297,098 pairs across 59 cell lines. Task: Regression. Given two drug SMILES strings and cell line genomic features, predict the synergy score measuring deviation from expected non-interaction effect. (1) Drug 1: C#CCC(CC1=CN=C2C(=N1)C(=NC(=N2)N)N)C3=CC=C(C=C3)C(=O)NC(CCC(=O)O)C(=O)O. Drug 2: CC(C)NC(=O)C1=CC=C(C=C1)CNNC.Cl. Cell line: SW-620. Synergy scores: CSS=-3.13, Synergy_ZIP=3.68, Synergy_Bliss=1.94, Synergy_Loewe=-5.38, Synergy_HSA=-5.38. (2) Drug 1: CN1CCC(CC1)COC2=C(C=C3C(=C2)N=CN=C3NC4=C(C=C(C=C4)Br)F)OC. Drug 2: C1CC(C1)(C(=O)O)C(=O)O.[NH2-].[NH2-].[Pt+2]. Cell line: MCF7. Synergy scores: CSS=26.3, Synergy_ZIP=-4.52, Synergy_Bliss=2.68, Synergy_Loewe=4.31, Synergy_HSA=4.95.